This data is from Full USPTO retrosynthesis dataset with 1.9M reactions from patents (1976-2016). The task is: Predict the reactants needed to synthesize the given product. (1) Given the product [F:1][C:2]1[CH:3]=[CH:4][C:5]([N:8]([C:18]([C@@H:14]2[CH2:15][CH2:16][CH2:17][N:13]2[CH:10]([CH3:12])[CH3:11])=[O:19])[NH2:9])=[N:6][CH:7]=1, predict the reactants needed to synthesize it. The reactants are: [F:1][C:2]1[CH:3]=[CH:4][C:5]([NH:8][NH2:9])=[N:6][CH:7]=1.[CH:10]([N:13]1[CH2:17][CH2:16][CH2:15][C@H:14]1[C:18](O)=[O:19])([CH3:12])[CH3:11].C(Cl)CCl.C1C=CC2N(O)N=NC=2C=1.O. (2) Given the product [CH:17]1([CH2:20][N:21]2[CH2:25][CH2:24][N:23]([C:26]3[S:27][C:28]([C:32]([NH:16][CH2:15][C:11]4[O:10][CH:14]=[CH:13][N:12]=4)=[O:33])=[C:29]([CH3:31])[N:30]=3)[C:22]2=[O:35])[CH2:18][CH2:19]1, predict the reactants needed to synthesize it. The reactants are: FC1C=C(CN)C=NC=1.[O:10]1[CH:14]=[CH:13][N:12]=[C:11]1[CH2:15][NH2:16].[CH:17]1([CH2:20][N:21]2[CH2:25][CH2:24][N:23]([C:26]3[S:27][C:28]([C:32](O)=[O:33])=[C:29]([CH3:31])[N:30]=3)[C:22]2=[O:35])[CH2:19][CH2:18]1. (3) Given the product [CH2:37]([N:5]([CH2:1][CH2:2][CH2:3][CH3:4])[C:6]1[CH:11]=[CH:10][C:9]([CH:12]=[CH:13][C:14]2[S:15][C:16]([CH:48]=[O:49])=[CH:17][CH:18]=2)=[C:8]([O:19][Si:20]([C:33]([CH3:36])([CH3:35])[CH3:34])([C:21]2[CH:26]=[CH:25][CH:24]=[CH:23][CH:22]=2)[C:27]2[CH:32]=[CH:31][CH:30]=[CH:29][CH:28]=2)[CH:7]=1)[CH2:38][CH2:39][CH3:40], predict the reactants needed to synthesize it. The reactants are: [CH2:1]([N:5]([CH2:37][CH2:38][CH2:39][CH3:40])[C:6]1[CH:11]=[CH:10][C:9]([CH:12]=[CH:13][C:14]2[S:15][CH:16]=[CH:17][CH:18]=2)=[C:8]([O:19][Si:20]([C:33]([CH3:36])([CH3:35])[CH3:34])([C:27]2[CH:32]=[CH:31][CH:30]=[CH:29][CH:28]=2)[C:21]2[CH:26]=[CH:25][CH:24]=[CH:23][CH:22]=2)[CH:7]=1)[CH2:2][CH2:3][CH3:4].C([Li])CCC.CN(C)[CH:48]=[O:49].O. (4) Given the product [Cl:5][C:6]1[N:11]=[CH:10][C:9]([S:13]([Cl:17])(=[O:15])=[O:14])=[CH:8][CH:7]=1, predict the reactants needed to synthesize it. The reactants are: N([O-])=O.[Na+].[Cl:5][C:6]1[N:11]=[CH:10][C:9](N)=[CH:8][CH:7]=1.[S:13](=[O:15])=[O:14].O.[ClH:17]. (5) Given the product [I-:41].[CH2:11]([N+:12]1[C:13]2[CH:18]=[C:17]([O:19][CH3:20])[CH:16]=[CH:15][C:14]=2[S:21][C:22]=1[CH3:23])[CH3:10], predict the reactants needed to synthesize it. The reactants are: S1C2C=CC=CC=2N=C1.[CH3:10][CH2:11][N:12]1[C:13]2[CH:18]=[C:17]([O:19][CH3:20])[CH:16]=[CH:15][C:14]=2[S:21]/[C:22]/1=[CH:23]\C(C)=O.COC1C=CC2SC(C)=NC=2C=1.C([I:41])C. (6) Given the product [NH2:8][C:9]1[CH:10]=[C:2]([Br:1])[CH:3]=[CH:4][C:5]=1[C:6]([OH:12])=[O:13], predict the reactants needed to synthesize it. The reactants are: [Br:1][C:2]1[CH:10]=[C:9]2[C:5]([C:6](=[O:12])C(=O)[NH:8]2)=[CH:4][CH:3]=1.[OH:13]O. (7) Given the product [CH3:57][O:56][C:53]1[CH:54]=[CH:55][C:50]([CH:49]([C:58]2[CH:59]=[CH:60][C:61]([O:64][CH3:65])=[CH:62][CH:63]=2)[O:48][CH:47]([C:66]2[CH:71]=[CH:70][CH:69]=[CH:68][CH:67]=2)[CH:42]2[N:41]([C:39](=[O:40])[CH2:38][CH2:37][CH2:36][CH2:35][CH2:34][NH:33][C:32]([O:31][CH2:30][CH2:29][O:28][C:22]3[C:23]([CH3:27])=[C:24]4[C:19](=[C:20]([CH3:74])[C:21]=3[CH3:73])[O:18][C:17]([CH2:1][CH2:2][CH2:3][CH2:4][CH2:5][CH2:6][CH2:7][CH2:8][CH2:9][CH2:10][CH2:11][CH2:12][CH2:13][CH2:14][CH2:15][CH3:16])([CH3:75])[CH2:26][CH2:25]4)=[O:72])[CH2:45][CH:44]([O:46][C:76](=[O:82])[CH2:77][CH2:78][C:79]([OH:81])=[O:80])[CH2:43]2)=[CH:51][CH:52]=1, predict the reactants needed to synthesize it. The reactants are: [CH2:1]([C:17]1([CH3:75])[CH2:26][CH2:25][C:24]2[C:19](=[C:20]([CH3:74])[C:21]([CH3:73])=[C:22]([O:28][CH2:29][CH2:30][O:31][C:32](=[O:72])[NH:33][CH2:34][CH2:35][CH2:36][CH2:37][CH2:38][C:39]([N:41]3[CH2:45][CH:44]([OH:46])[CH2:43][CH:42]3[CH:47]([C:66]3[CH:71]=[CH:70][CH:69]=[CH:68][CH:67]=3)[O:48][CH:49]([C:58]3[CH:63]=[CH:62][C:61]([O:64][CH3:65])=[CH:60][CH:59]=3)[C:50]3[CH:55]=[CH:54][C:53]([O:56][CH3:57])=[CH:52][CH:51]=3)=[O:40])[C:23]=2[CH3:27])[O:18]1)[CH2:2][CH2:3][CH2:4][CH2:5][CH2:6][CH2:7][CH2:8][CH2:9][CH2:10][CH2:11][CH2:12][CH2:13][CH2:14][CH2:15][CH3:16].[C:76]1(=[O:82])[O:81][C:79](=[O:80])[CH2:78][CH2:77]1.C(N(CC)CC)C. (8) Given the product [Cl:1][C:2]1[N:10]=[C:9]2[C:5]([N:6]([CH2:29][O:28][CH2:27][CH2:26][Si:25]([CH3:32])([CH3:31])[CH3:24])[C:7](=[O:12])[N:8]2[CH3:11])=[CH:4][N:3]=1, predict the reactants needed to synthesize it. The reactants are: [Cl:1][C:2]1[N:10]=[C:9]2[C:5]([NH:6][C:7](=[O:12])[N:8]2[CH3:11])=[CH:4][N:3]=1.C(=O)([O-])[O-].[Cs+].[Cs+].CN(C)C=O.[CH3:24][Si:25]([CH3:32])([CH3:31])[CH2:26][CH2:27][O:28][CH2:29]Cl.